This data is from Reaction yield outcomes from USPTO patents with 853,638 reactions. The task is: Predict the reaction yield, written as a fraction of the theoretical maximum amount of product (1.0 means a 100% yield; for example, 0.34 means a 34% yield). The reactants are [C:1]([O:5][C:6]([N:8]1[CH2:13][CH:12]2[C:10]([C:14]3[CH:19]=[CH:18][C:17](Br)=[CH:16][CH:15]=3)([CH2:11]2)[CH2:9]1)=[O:7])([CH3:4])([CH3:3])[CH3:2].CC(C)([O-])C.[Na+].[NH:27]1[CH2:32][CH2:31][S:30][CH2:29][CH2:28]1. The catalyst is C1(C)C=CC=CC=1.C1C=CC(/C=C/C(/C=C/C2C=CC=CC=2)=O)=CC=1.C1C=CC(/C=C/C(/C=C/C2C=CC=CC=2)=O)=CC=1.C1C=CC(/C=C/C(/C=C/C2C=CC=CC=2)=O)=CC=1.[Pd].[Pd].C1C=CC(P(C2C(C3C(P(C4C=CC=CC=4)C4C=CC=CC=4)=CC=C4C=3C=CC=C4)=C3C(C=CC=C3)=CC=2)C2C=CC=CC=2)=CC=1. The product is [C:1]([O:5][C:6]([N:8]1[CH2:13][CH:12]2[C:10]([C:14]3[CH:19]=[CH:18][C:17]([N:27]4[CH2:32][CH2:31][S:30][CH2:29][CH2:28]4)=[CH:16][CH:15]=3)([CH2:11]2)[CH2:9]1)=[O:7])([CH3:4])([CH3:3])[CH3:2]. The yield is 0.310.